Dataset: Forward reaction prediction with 1.9M reactions from USPTO patents (1976-2016). Task: Predict the product of the given reaction. (1) Given the reactants [C:9](O[C:9]([O:11][C:12]([CH3:15])([CH3:14])[CH3:13])=[O:10])([O:11][C:12]([CH3:15])([CH3:14])[CH3:13])=[O:10].[C:16]([O:20][C:21]1[CH:32]=[CH:31][C:24]([CH2:25][C@H:26]([C:28]([OH:30])=[O:29])[NH2:27])=[CH:23][CH:22]=1)([CH3:19])([CH3:18])[CH3:17], predict the reaction product. The product is: [CH3:19][C:16]([O:20][C:21]1[CH:32]=[CH:31][C:24]([CH2:25][C@H:26]([C:28]([OH:30])=[O:29])[NH:27][C:9]([O:11][C:12]([CH3:13])([CH3:14])[CH3:15])=[O:10])=[CH:23][CH:22]=1)([CH3:17])[CH3:18]. (2) Given the reactants [F:1][C:2]([F:20])([F:19])[C:3]([O:17][CH3:18])([CH3:16])[CH2:4][N:5]1C(=O)C2C(=CC=CC=2)C1=O.NN, predict the reaction product. The product is: [F:1][C:2]([F:20])([F:19])[C:3]([O:17][CH3:18])([CH3:16])[CH2:4][NH2:5]. (3) Given the reactants [Cl:1][C:2]1[CH:7]=[C:6]([C:8]#[N:9])[C:5]([O:10][CH3:11])=[CH:4][C:3]=1[CH2:12][CH2:13][OH:14].CCN(C(C)C)C(C)C.N1C=CC=CC=1.[S:30](Cl)([CH3:33])(=[O:32])=[O:31], predict the reaction product. The product is: [CH3:33][S:30]([O:14][CH2:13][CH2:12][C:3]1[CH:4]=[C:5]([O:10][CH3:11])[C:6]([C:8]#[N:9])=[CH:7][C:2]=1[Cl:1])(=[O:32])=[O:31]. (4) Given the reactants [Cl:1][C:2]1[C:13]([Cl:14])=[CH:12][CH:11]=[CH:10][C:3]=1[CH:4]=[C:5]([C:8]#[N:9])[C:6]#[N:7].O1CCCC1.[BH4-].[Na+].C(C(CC1C=CC(OC)=CC=1)(C#N)C#N)C=C, predict the reaction product. The product is: [Cl:1][C:2]1[C:13]([Cl:14])=[CH:12][CH:11]=[CH:10][C:3]=1[CH2:4][CH:5]([C:6]#[N:7])[C:8]#[N:9].